From a dataset of Catalyst prediction with 721,799 reactions and 888 catalyst types from USPTO. Predict which catalyst facilitates the given reaction. (1) Reactant: [CH:1]([C:3]1[CH:4]=[C:5]([S:12][C:13]2[CH:14]=[C:15]([NH:19][S:20]([C:23]3[CH:28]=[CH:27][CH:26]=[CH:25][CH:24]=3)(=[O:22])=[O:21])[CH:16]=[CH:17][CH:18]=2)[CH:6]=[CH:7][C:8]=1[N+:9]([O-:11])=[O:10])=O.[CH2:29]([NH2:32])[CH2:30][CH3:31].[BH-](OC(C)=O)(OC(C)=O)OC(C)=O.[Na+].[OH-].[Na+]. Product: [N+:9]([C:8]1[CH:7]=[CH:6][C:5]([S:12][C:13]2[CH:14]=[C:15]([NH:19][S:20]([C:23]3[CH:24]=[CH:25][CH:26]=[CH:27][CH:28]=3)(=[O:22])=[O:21])[CH:16]=[CH:17][CH:18]=2)=[CH:4][C:3]=1[CH2:1][NH:32][CH2:29][CH2:30][CH3:31])([O-:11])=[O:10]. The catalyst class is: 26. (2) Reactant: [Sn].[CH3:2][N:3]([CH3:26])[C:4]1([C:20]2[CH:25]=[CH:24][CH:23]=[CH:22][CH:21]=2)[CH2:9][CH2:8][C:7]([C:10]2[NH:18][C:17]3[CH:16]=[CH:15][N:14]=[CH:13][C:12]=3[C:11]=2[CH3:19])=[CH:6][CH2:5]1. Product: [CH3:26][N:3]([CH3:2])[C:4]1([C:20]2[CH:21]=[CH:22][CH:23]=[CH:24][CH:25]=2)[CH2:5][CH2:6][CH:7]([C:10]2[NH:18][C:17]3[CH:16]=[CH:15][N:14]=[CH:13][C:12]=3[C:11]=2[CH3:19])[CH2:8][CH2:9]1. The catalyst class is: 201. (3) Reactant: [O:1]1[CH2:6][CH2:5][CH:4]([CH2:7][C:8]2[N:13]3[N:14]=[C:15]([NH2:17])[N:16]=[C:12]3[CH:11]=[CH:10][CH:9]=2)[CH2:3][CH2:2]1.N[C:19]1[N:35]=[C:22]2[CH:23]=CC=[C:26]([C:27]([CH:29]3[CH2:34][CH2:33]OCC3)=O)[N:21]2N=1.O.NN.[OH-].[K+].Cl.C(O)[CH2:43][OH:44]. Product: [CH3:43][O:44][CH2:23][C:22]1[NH:21][C:26]2[CH:27]=[C:29]([C:9]3[CH:10]=[CH:11][C:12]4[N:13]([N:14]=[C:15]([NH2:17])[N:16]=4)[C:8]=3[CH2:7][CH:4]3[CH2:5][CH2:6][O:1][CH2:2][CH2:3]3)[CH:34]=[CH:33][C:19]=2[N:35]=1. The catalyst class is: 6. (4) Reactant: [C:1]([OH:7])(=O)[CH2:2][CH2:3][CH2:4][CH3:5].Cl.[CH3:9][NH:10][O:11][CH3:12].CN1CCOCC1.CN(C)CCCN=C=NCC.Cl.C1C=CC2N(O)N=NC=2C=1. Product: [CH3:12][O:11][N:10]([CH3:9])[C:1](=[O:7])[CH2:2][CH2:3][CH2:4][CH3:5]. The catalyst class is: 4. (5) Reactant: [CH3:1][O:2][C:3]1[CH:8]=[CH:7][N:6]=[C:5]([C:9]2[N:13]3[CH2:14][C@H:15]([CH3:19])[NH:16][C:17](=O)[C:12]3=[N:11][N:10]=2)[CH:4]=1.COC1C=CC(P2(SP(C3C=CC(OC)=CC=3)(=S)S2)=[S:29])=CC=1. Product: [CH3:1][O:2][C:3]1[CH:8]=[CH:7][N:6]=[C:5]([C:9]2[N:13]3[CH2:14][C@H:15]([CH3:19])[NH:16][C:17](=[S:29])[C:12]3=[N:11][N:10]=2)[CH:4]=1. The catalyst class is: 1. (6) Reactant: [F:1][C:2]1[CH:7]=[CH:6][CH:5]=[CH:4][C:3]=1[CH2:8][O:9][C:10]1[CH:15]=[CH:14][C:13]([C@@H:16]2[N:20]([C:21]([O:23][C:24]([CH3:27])([CH3:26])[CH3:25])=[O:22])[C@:19]([CH3:32])([C:28]([O:30]C)=[O:29])[CH2:18][CH2:17]2)=[CH:12][C:11]=1[O:33][CH3:34].O[Li].O. Product: [CH3:27][C:24]([O:23][C:21]([N:20]1[C@@H:16]([C:13]2[CH:14]=[CH:15][C:10]([O:9][CH2:8][C:3]3[CH:4]=[CH:5][CH:6]=[CH:7][C:2]=3[F:1])=[C:11]([O:33][CH3:34])[CH:12]=2)[CH2:17][CH2:18][C@@:19]1([CH3:32])[C:28]([OH:30])=[O:29])=[O:22])([CH3:25])[CH3:26]. The catalyst class is: 24. (7) Reactant: [CH3:1][O:2][CH2:3][C@@H:4]([NH2:6])[CH3:5].C(OC(=O)[NH:13][C@H:14]1[CH2:19][CH2:18][C@@H:17]([N:20]2[C:25](=[O:26])[C:24]3[CH:27]=[C:28]([F:31])[CH:29]=[N:30][C:23]=3[N:22]([C:32]3[CH:33]=[C:34]([C:38]4[CH:43]=[CH:42][C:41]([OH:44])=[CH:40][C:39]=4[CH:45]=O)[CH:35]=[CH:36][CH:37]=3)[C:21]2=[O:47])[CH2:16][CH2:15]1)(C)(C)C.[C:49](O[BH-](OC(=O)C)OC(=O)C)(=O)C.[Na+].C=O.[F:65][C:66]1[CH:67]=[CH:68][C:69]2[N:70]([CH:72]=[C:73]([CH:75]=O)[N:74]=2)[CH:71]=1. Product: [F:31][C:28]1[CH:29]=[N:30][C:23]2[N:22]([C:32]3[CH:33]=[C:34]([C:38]4[CH:43]=[CH:42][C:41]([OH:44])=[CH:40][C:39]=4[CH2:45][N:6]([C@@H:4]([CH3:5])[CH2:3][O:2][CH3:1])[CH3:49])[CH:35]=[CH:36][CH:37]=3)[C:21](=[O:47])[N:20]([C@H:17]3[CH2:16][CH2:15][C@@H:14]([NH:13][CH2:75][C:73]4[N:74]=[C:69]5[CH:68]=[CH:67][C:66]([F:65])=[CH:71][N:70]5[CH:72]=4)[CH2:19][CH2:18]3)[C:25](=[O:26])[C:24]=2[CH:27]=1. The catalyst class is: 26.